From a dataset of Reaction yield outcomes from USPTO patents with 853,638 reactions. Predict the reaction yield, written as a fraction of the theoretical maximum amount of product (1.0 means a 100% yield; for example, 0.34 means a 34% yield). The yield is 0.530. The product is [CH3:7][N:8]1[C:12]([S:13]([CH3:14])(=[O:1])=[O:21])=[N:11][N:10]=[C:9]1[C:15]1[CH:16]=[N:17][CH:18]=[CH:19][CH:20]=1. The reactants are [O-:1][Mn](=O)(=O)=O.[K+].[CH3:7][N:8]1[C:12]([S:13][CH3:14])=[N:11][N:10]=[C:9]1[C:15]1[CH:16]=[N:17][CH:18]=[CH:19][CH:20]=1.[OH-:21].[Na+].C(Cl)(Cl)Cl. The catalyst is O.C(O)(=O)C.